From a dataset of Catalyst prediction with 721,799 reactions and 888 catalyst types from USPTO. Predict which catalyst facilitates the given reaction. (1) Reactant: Cl[CH2:2][C:3]([NH:5][NH:6][C:7](=[O:12])[C:8]([CH3:11])([CH3:10])[CH3:9])=[O:4].C(=O)(O)[O-].[Na+]. Product: [C:8]([C:7]1[O:12][CH2:2][C:3](=[O:4])[NH:5][N:6]=1)([CH3:11])([CH3:10])[CH3:9]. The catalyst class is: 3. (2) The catalyst class is: 3. Reactant: [CH3:1][O:2][C:3]1[CH:9]=[CH:8][C:6]([NH2:7])=[C:5]([N+:10]([O-:12])=[O:11])[CH:4]=1.[H-].[Na+].Br[CH2:16][CH2:17][CH3:18]. Product: [CH3:1][O:2][C:3]1[CH:9]=[CH:8][C:6]([NH:7][CH2:16][CH2:17][CH3:18])=[C:5]([N+:10]([O-:12])=[O:11])[CH:4]=1. (3) Reactant: Br[C:2]1[N:3]=[C:4]([C:30]([CH3:33])([CH3:32])[CH3:31])[N:5]([CH2:22][O:23][CH2:24][CH2:25][Si:26]([CH3:29])([CH3:28])[CH3:27])[C:6]=1[C:7]1[CH:12]=[CH:11][N:10]=[C:9]([NH:13][C:14]2[CH:19]=[CH:18][N:17]=[C:16]([O:20][CH3:21])[CH:15]=2)[N:8]=1.[CH3:34][O:35][C:36]1[C:37]([NH2:51])=[N:38][CH:39]=[C:40](B2OC(C)(C)C(C)(C)O2)N=1.[C:52]([O-])([O-])=O.[Na+].[Na+]. Product: [NH2:51][C:37]1[N:38]=[CH:39][C:40]([C:2]2[N:3]=[C:4]([C:30]([CH3:33])([CH3:32])[CH3:31])[N:5]([CH2:22][O:23][CH2:24][CH2:25][Si:26]([CH3:29])([CH3:28])[CH3:27])[C:6]=2[C:7]2[CH:12]=[CH:11][N:10]=[C:9]([NH:13][C:14]3[CH:19]=[CH:18][N:17]=[C:16]([O:20][CH3:21])[CH:15]=3)[N:8]=2)=[CH:52][C:36]=1[O:35][CH3:34]. The catalyst class is: 104. (4) Reactant: [C:1]([O:5][C:6](=[O:14])[NH:7][CH:8]1[CH2:13][CH2:12][NH:11][CH2:10][CH2:9]1)([CH3:4])([CH3:3])[CH3:2].[Cl:15][C:16]1[CH:23]=[CH:22][C:19]([CH:20]=O)=[CH:18][C:17]=1[O:24][CH2:25][CH3:26].C(O)(=O)C.C([BH3-])#N.[Na+]. Product: [C:1]([O:5][C:6](=[O:14])[NH:7][CH:8]1[CH2:13][CH2:12][N:11]([CH2:20][C:19]2[CH:22]=[CH:23][C:16]([Cl:15])=[C:17]([O:24][CH2:25][CH3:26])[CH:18]=2)[CH2:10][CH2:9]1)([CH3:4])([CH3:2])[CH3:3]. The catalyst class is: 8. (5) Reactant: Cl.C[N:3](C)CCCN=C=NCC.O.OC1C2N=NNC=2C=CC=1.[NH2:24][C:25]1[C:33]2[C:32]([C:34]3[CH:39]=[CH:38][CH:37]=[C:36]([CH3:40])[N:35]=3)=[N:31][C:30]([S:41][CH3:42])=[N:29][C:28]=2[S:27][C:26]=1[C:43]([OH:45])=O.N. Product: [NH2:24][C:25]1[C:33]2[C:32]([C:34]3[CH:39]=[CH:38][CH:37]=[C:36]([CH3:40])[N:35]=3)=[N:31][C:30]([S:41][CH3:42])=[N:29][C:28]=2[S:27][C:26]=1[C:43]([NH2:3])=[O:45]. The catalyst class is: 264. (6) Reactant: [CH3:1][O:2][C:3]1[CH:4]=[CH:5][C:6]2[NH:12][C:11](=[O:13])[N:10]([CH:14]3[CH2:19][CH2:18][NH:17][CH2:16][CH2:15]3)[CH2:9][CH2:8][C:7]=2[CH:20]=1.Cl[C:22]1[N:27]=[CH:26][N:25]=[C:24]([O:28][C:29]2[CH:30]=[C:31]([CH3:41])[C:32]3[N:36]=[C:35]([CH2:37][O:38][CH3:39])[NH:34][C:33]=3[CH:40]=2)[CH:23]=1.CCN(C(C)C)C(C)C. Product: [CH3:1][O:2][C:3]1[CH:4]=[CH:5][C:6]2[NH:12][C:11](=[O:13])[N:10]([CH:14]3[CH2:19][CH2:18][N:17]([C:22]4[CH:23]=[C:24]([O:28][C:29]5[CH:30]=[C:31]([CH3:41])[C:32]6[N:36]=[C:35]([CH2:37][O:38][CH3:39])[NH:34][C:33]=6[CH:40]=5)[N:25]=[CH:26][N:27]=4)[CH2:16][CH2:15]3)[CH2:9][CH2:8][C:7]=2[CH:20]=1. The catalyst class is: 3.